The task is: Predict which catalyst facilitates the given reaction.. This data is from Catalyst prediction with 721,799 reactions and 888 catalyst types from USPTO. (1) Reactant: [CH:1]1(B(O)O)[CH2:3][CH2:2]1.C(=O)([O-])[O-].[Na+].[Na+].[CH2:13]([O:20][C:21]1[CH:30]=[C:29]([CH:31]2[CH2:34][CH2:33][CH2:32]2)[C:28](Br)=[CH:27][C:22]=1[C:23]([O:25][CH3:26])=[O:24])[C:14]1[CH:19]=[CH:18][CH:17]=[CH:16][CH:15]=1.C1(P(C2CCCCC2)C2C=CC=CC=2C2C(OC)=CC=CC=2OC)CCCCC1. Product: [CH2:13]([O:20][C:21]1[CH:30]=[C:29]([CH:31]2[CH2:34][CH2:33][CH2:32]2)[C:28]([CH:1]2[CH2:3][CH2:2]2)=[CH:27][C:22]=1[C:23]([O:25][CH3:26])=[O:24])[C:14]1[CH:19]=[CH:18][CH:17]=[CH:16][CH:15]=1. The catalyst class is: 882. (2) Reactant: [CH2:1]([N:3]1[CH2:8][C:7]([CH3:10])([CH3:9])[O:6][C:5](=[O:11])[CH2:4]1)[CH3:2].C[Si]([N-][Si](C)(C)C)(C)C.[Li+].Br[CH2:23][C:24]([O:26][C:27]([CH3:30])([CH3:29])[CH3:28])=[O:25]. Product: [CH2:1]([N:3]1[CH2:8][C:7]([CH3:10])([CH3:9])[O:6][C:5](=[O:11])[CH:4]1[CH2:23][C:24]([O:26][C:27]([CH3:30])([CH3:29])[CH3:28])=[O:25])[CH3:2]. The catalyst class is: 7. (3) Reactant: [Br:1][C:2]1[N:7]=[C:6]([C@@H:8]([NH:10]S(C(C)(C)C)=O)[CH3:9])[CH:5]=[CH:4][CH:3]=1. Product: [Br:1][C:2]1[N:7]=[C:6]([C@@H:8]([NH2:10])[CH3:9])[CH:5]=[CH:4][CH:3]=1. The catalyst class is: 33. (4) Reactant: [CH2:1]([O:3][C:4]1[CH:9]=[C:8]([O:10]CC2C=CC(OC)=CC=2)[N:7]=[CH:6][C:5]=1[C:20]1[CH:25]=[CH:24][C:23]([CH2:26][C:27]([NH:29][C:30]2[O:34][N:33]=[C:32]([C:35]([CH3:41])([CH3:40])[C:36]([F:39])([F:38])[F:37])[CH:31]=2)=[O:28])=[C:22]([F:42])[CH:21]=1)[CH3:2]. Product: [CH2:1]([O:3][C:4]1[C:5]([C:20]2[CH:25]=[CH:24][C:23]([CH2:26][C:27]([NH:29][C:30]3[O:34][N:33]=[C:32]([C:35]([CH3:41])([CH3:40])[C:36]([F:38])([F:39])[F:37])[CH:31]=3)=[O:28])=[C:22]([F:42])[CH:21]=2)=[CH:6][NH:7][C:8](=[O:10])[CH:9]=1)[CH3:2]. The catalyst class is: 67. (5) Reactant: [CH3:1][O:2][C:3]([C:5]1[C:6](=[O:16])[O:7][C:8]2[C:13]([CH:14]=1)=[CH:12][CH:11]=[C:10]([OH:15])[CH:9]=2)=[O:4].[C:17]1([CH2:23][CH2:24]O)[CH:22]=[CH:21][CH:20]=[CH:19][CH:18]=1.C1(P(C2C=CC=CC=2)C2C=CC=CC=2)C=CC=CC=1.N(C(OCC)=O)=NC(OCC)=O. Product: [CH3:1][O:2][C:3]([C:5]1[C:6](=[O:16])[O:7][C:8]2[CH:9]=[C:10]([O:15][CH2:24][CH2:23][C:17]3[CH:22]=[CH:21][CH:20]=[CH:19][CH:18]=3)[CH:11]=[CH:12][C:13]=2[CH:14]=1)=[O:4]. The catalyst class is: 7. (6) Product: [ClH:39].[ClH:39].[CH2:33]([N:34]([CH2:37][CH3:38])[CH2:35][CH2:36][O:17][C:14]1[N:13]=[C:12]([C:18]2[CH:19]=[CH:20][CH:21]=[CH:22][CH:23]=2)[C:11]([C:6]2[CH:7]=[CH:8][C:9](=[O:10])[N:4]([CH:1]([CH3:3])[CH3:2])[N:5]=2)=[CH:16][CH:15]=1)[CH3:32]. Reactant: [CH:1]([N:4]1[C:9](=[O:10])[CH:8]=[CH:7][C:6]([C:11]2[CH:16]=[CH:15][C:14](=[O:17])[NH:13][C:12]=2[C:18]2[CH:23]=[CH:22][CH:21]=[CH:20][CH:19]=2)=[N:5]1)([CH3:3])[CH3:2].C([O-])([O-])=O.[K+].[K+].Br.Br[CH2:32][CH2:33][N:34]([CH2:37][CH3:38])[CH2:35][CH3:36].[ClH:39]. The catalyst class is: 248. (7) Reactant: C([O:9][CH2:10][CH2:11][O:12][CH2:13][CH2:14][N:15]1[C:23]2[C:22](Cl)=[N:21][CH:20]=[N:19][C:18]=2[CH:17]=[CH:16]1)(=O)C1C=CC=CC=1.[F:25][C:26]1[CH:27]=[C:28]([CH:40]=[CH:41][CH:42]=1)[CH2:29][N:30]1[C:38]2[C:33](=[CH:34][C:35]([NH2:39])=[CH:36][CH:37]=2)[CH:32]=[N:31]1.CN1CCCC1=O. Product: [F:25][C:26]1[CH:27]=[C:28]([CH:40]=[CH:41][CH:42]=1)[CH2:29][N:30]1[C:38]2[C:33](=[CH:34][C:35]([NH:39][C:22]3[C:23]4[N:15]([CH2:14][CH2:13][O:12][CH2:11][CH2:10][OH:9])[CH:16]=[CH:17][C:18]=4[N:19]=[CH:20][N:21]=3)=[CH:36][CH:37]=2)[CH:32]=[N:31]1. The catalyst class is: 13. (8) Reactant: [Br:1][C:2]1[CH:7]=[CH:6][C:5]([N:8]2[CH:12]=[C:11]([C:13]([O:15]CC)=[O:14])[N:10]=[C:9]2[C:18]2[CH:23]=[CH:22][C:21]([Cl:24])=[CH:20][C:19]=2[Cl:25])=[CH:4][CH:3]=1.[Li+].[OH-].O.Cl. Product: [Br:1][C:2]1[CH:3]=[CH:4][C:5]([N:8]2[CH:12]=[C:11]([C:13]([OH:15])=[O:14])[N:10]=[C:9]2[C:18]2[CH:23]=[CH:22][C:21]([Cl:24])=[CH:20][C:19]=2[Cl:25])=[CH:6][CH:7]=1. The catalyst class is: 1. (9) Reactant: [CH3:1][NH:2][C:3]([C:5]1[CH:10]=[C:9]([O:11][C:12]2[CH:23]=[CH:22][C:15]3[N:16]=[C:17](S(C)=O)[S:18][C:14]=3[CH:13]=2)[CH:8]=[CH:7][N:6]=1)=[O:4].[CH:24]1([CH2:30][NH2:31])[CH2:29][CH2:28][CH2:27][CH2:26][CH2:25]1. Product: [CH3:1][NH:2][C:3]([C:5]1[CH:10]=[C:9]([O:11][C:12]2[CH:23]=[CH:22][C:15]3[N:16]=[C:17]([NH:31][CH2:30][CH:24]4[CH2:29][CH2:28][CH2:27][CH2:26][CH2:25]4)[S:18][C:14]=3[CH:13]=2)[CH:8]=[CH:7][N:6]=1)=[O:4]. The catalyst class is: 3. (10) Product: [ClH:36].[CH3:35][N:2]([CH3:1])[C:3]1([C:29]2[CH:30]=[CH:31][CH:32]=[CH:33][CH:34]=2)[CH2:8][CH2:7][C:6](=[CH:9][C:10]([N:12]2[CH2:13][CH:14]=[C:15]([C:18]3[C:26]4[C:21](=[CH:22][CH:23]=[C:24]([O:27][CH3:28])[CH:25]=4)[NH:20][CH:19]=3)[CH2:16][CH2:17]2)=[O:11])[CH2:5][CH2:4]1. The catalyst class is: 8. Reactant: [CH3:1][N:2]([CH3:35])[C:3]1([C:29]2[CH:34]=[CH:33][CH:32]=[CH:31][CH:30]=2)[CH2:8][CH2:7][C:6](=[CH:9][C:10]([N:12]2[CH2:17][CH:16]=[C:15]([C:18]3[C:26]4[C:21](=[CH:22][CH:23]=[C:24]([O:27][CH3:28])[CH:25]=4)[NH:20][CH:19]=3)[CH2:14][CH2:13]2)=[O:11])[CH2:5][CH2:4]1.[ClH:36].